From a dataset of Forward reaction prediction with 1.9M reactions from USPTO patents (1976-2016). Predict the product of the given reaction. (1) Given the reactants [F:1][C:2]1[CH:7]=[C:6](B2OC(C)(C)C(C)(C)O2)[CH:5]=[CH:4][C:3]=1[C:17]1[S:21][C:20]([NH2:22])=[N:19][N:18]=1.Br[C:24]1[CH:29]=[CH:28][CH:27]=[CH:26][C:25]=1[S:30]([NH:33][C@H:34]([CH3:37])[CH2:35][OH:36])(=[O:32])=[O:31], predict the reaction product. The product is: [NH2:22][C:20]1[S:21][C:17]([C:3]2[CH:4]=[CH:5][C:6]([C:24]3[C:25]([S:30]([NH:33][C@H:34]([CH3:37])[CH2:35][OH:36])(=[O:32])=[O:31])=[CH:26][CH:27]=[CH:28][CH:29]=3)=[CH:7][C:2]=2[F:1])=[N:18][N:19]=1. (2) Given the reactants [C:1]([CH2:4][CH2:5][C:6]1[C:18]([CH2:19][CH2:20][CH2:21][CH2:22][CH2:23][CH2:24][O:25][C:26]2[CH:27]=[C:28]([C:33]3[CH:38]=[CH:37][CH:36]=[C:35]([F:39])[CH:34]=3)[CH:29]=[C:30](I)[CH:31]=2)=[CH:17][CH:16]=[CH:15][C:7]=1[O:8][CH2:9][CH2:10][CH2:11][C:12]([OH:14])=[O:13])([OH:3])=[O:2].[N:40]1[CH:45]=[CH:44][C:43](B(O)O)=[CH:42][CH:41]=1, predict the reaction product. The product is: [C:1]([CH2:4][CH2:5][C:6]1[C:18]([CH2:19][CH2:20][CH2:21][CH2:22][CH2:23][CH2:24][O:25][C:26]2[CH:27]=[C:28]([C:33]3[CH:38]=[CH:37][CH:36]=[C:35]([F:39])[CH:34]=3)[CH:29]=[C:30]([C:43]3[CH:44]=[CH:45][N:40]=[CH:41][CH:42]=3)[CH:31]=2)=[CH:17][CH:16]=[CH:15][C:7]=1[O:8][CH2:9][CH2:10][CH2:11][C:12]([OH:14])=[O:13])([OH:3])=[O:2]. (3) Given the reactants Cl.F[C:3]1(F)[CH2:7][CH2:6][NH:5][CH2:4]1.[O:9]1[CH2:13]CCC1.CO.[OH2:16].[OH-:17].[Li+], predict the reaction product. The product is: [CH3:7][C:6]1[O:9][CH:13]=[C:4]([C:3]([OH:17])=[O:16])[N:5]=1. (4) Given the reactants [N+:1]([C:4]1[CH:9]=[CH:8][C:7]([O:10][C:11]([N:13]2[CH2:18][CH2:17][CH:16]([NH:19][C:20]3[N:28]=[C:27]([NH:29][C@H:30]4[CH2:35][CH2:34][C@H:33]([NH2:36])[CH2:32][CH2:31]4)[N:26]=[C:25]4[C:21]=3[N:22]=[CH:23][N:24]4[CH:37]3[CH2:41][CH2:40][CH2:39][CH2:38]3)[CH2:15][CH2:14]2)=[O:12])=[CH:6][CH:5]=1)([O-:3])=[O:2].[CH3:42][C:43]([O:46][C:47](O[C:47]([O:46][C:43]([CH3:45])([CH3:44])[CH3:42])=[O:48])=[O:48])([CH3:45])[CH3:44].C(Cl)Cl, predict the reaction product. The product is: [N+:1]([C:4]1[CH:9]=[CH:8][C:7]([O:10][C:11]([N:13]2[CH2:18][CH2:17][CH:16]([NH:19][C:20]3[N:28]=[C:27]([NH:29][C@H:30]4[CH2:35][CH2:34][C@H:33]([NH:36][C:47]([O:46][C:43]([CH3:45])([CH3:44])[CH3:42])=[O:48])[CH2:32][CH2:31]4)[N:26]=[C:25]4[C:21]=3[N:22]=[CH:23][N:24]4[CH:37]3[CH2:38][CH2:39][CH2:40][CH2:41]3)[CH2:15][CH2:14]2)=[O:12])=[CH:6][CH:5]=1)([O-:3])=[O:2]. (5) The product is: [C:26]([O:1][CH2:2][CH2:3][CH2:4][CH2:5][CH2:6][CH2:7][CH2:8][CH2:9][CH2:10][CH2:11][CH2:12][CH2:13][CH2:14][CH2:15][CH2:16][C:17]([OH:19])=[O:18])(=[O:30])[C:27]([CH3:29])=[CH2:28]. Given the reactants [OH:1][CH2:2][CH2:3][CH2:4][CH2:5][CH2:6][CH2:7][CH2:8][CH2:9][CH2:10][CH2:11][CH2:12][CH2:13][CH2:14][CH2:15][CH2:16][C:17]([OH:19])=[O:18].N1C=CC=CC=1.[C:26](Cl)(=[O:30])[C:27]([CH3:29])=[CH2:28], predict the reaction product. (6) Given the reactants [NH2:1][C:2]([NH2:4])=[S:3].[C:5]([CH:8]([CH2:13][C:14]([O:16]C)=[O:15])[C:9](OC)=[O:10])(=O)[CH3:6].C[O-].[Na+], predict the reaction product. The product is: [CH3:6][C:5]1[NH:4][C:2](=[S:3])[NH:1][C:9](=[O:10])[C:8]=1[CH2:13][C:14]([OH:16])=[O:15]. (7) Given the reactants [N:1]1([S:11]([C:14]2[CH:15]=[C:16]([N:20]3[C:25](=[O:26])[C:24]4=[C:27](CO)[S:28][CH:29]=[C:23]4[NH:22][C:21]3=[O:32])[CH:17]=[CH:18][CH:19]=2)(=[O:13])=[O:12])[C:10]2[C:5](=[CH:6][CH:7]=[CH:8][CH:9]=2)[CH2:4][CH2:3][CH2:2]1.[CH2:33]([N:35]([CH2:38]C)[CH2:36]C)[CH3:34].S(Cl)(C)(=O)=O.[CH3:45][O:46]CCNC, predict the reaction product. The product is: [N:1]1([S:11]([C:14]2[CH:15]=[C:16]([N:20]3[C:25](=[O:26])[C:24]4=[C:27]([CH2:36][N:35]([CH2:33][CH2:34][O:46][CH3:45])[CH3:38])[S:28][CH:29]=[C:23]4[NH:22][C:21]3=[O:32])[CH:17]=[CH:18][CH:19]=2)(=[O:13])=[O:12])[C:10]2[C:5](=[CH:6][CH:7]=[CH:8][CH:9]=2)[CH2:4][CH2:3][CH2:2]1. (8) Given the reactants C[O:2][C:3](=[O:30])/[CH:4]=[CH:5]/[C:6]1[CH:7]=[C:8]2[C:26](=[CH:27][CH:28]=1)[O:25][C:11]1([CH2:17][CH2:16][CH2:15][N:14]([CH2:18][C:19]3[CH:24]=[CH:23][CH:22]=[CH:21][CH:20]=3)[CH2:13][CH2:12]1)[CH2:10][C:9]2=[O:29].Cl, predict the reaction product. The product is: [CH2:18]([N:14]1[CH2:15][CH2:16][CH2:17][C:11]2([CH2:10][C:9](=[O:29])[C:8]3[C:26](=[CH:27][CH:28]=[C:6](/[CH:5]=[CH:4]/[C:3]([OH:30])=[O:2])[CH:7]=3)[O:25]2)[CH2:12][CH2:13]1)[C:19]1[CH:24]=[CH:23][CH:22]=[CH:21][CH:20]=1.